This data is from Cav3 T-type calcium channel HTS with 100,875 compounds. The task is: Binary Classification. Given a drug SMILES string, predict its activity (active/inactive) in a high-throughput screening assay against a specified biological target. (1) The molecule is O1c2cc(N(CC(=O)NCCC(C)C)C(=O)CCC(=O)Nc3ncccc3)ccc2OC1. The result is 0 (inactive). (2) The molecule is O=c1n(ncn2c1cc1c2cccc1)CC(=O)Nc1ccc(N(C)C)cc1. The result is 0 (inactive). (3) The molecule is P(=O)(Cc1onc(c1C(OCC)=O)C)(c1ccccc1)c1ccccc1. The result is 0 (inactive). (4) The compound is S(c1n(c(nn1)Cc1n(ccc1)C)c1ccc(F)cc1)CC(=O)Nc1ccccc1. The result is 1 (active). (5) The drug is n12cc(nc1nccc2)c1ccccc1. The result is 0 (inactive). (6) The compound is S(=O)(=O)(NNC(=O)c1snnc1C)c1ccc(cc1)C. The result is 0 (inactive). (7) The drug is Fc1ccc(C2=NOC(C(=O)N3CCc4c(C3)cccc4)C2)cc1. The result is 0 (inactive). (8) The compound is OC(=O)C1N(CCC1)c1c([N+]([O-])=O)cc(cc1[N+]([O-])=O)C. The result is 0 (inactive). (9) The drug is O1C(CCC1)C(=O)Nc1ccc(CCCC)cc1. The result is 0 (inactive). (10) The result is 0 (inactive). The drug is S1c2n(c3c(n(c(=O)n(c3=O)Cc3ccccc3)C)n2)CC1.